Dataset: Forward reaction prediction with 1.9M reactions from USPTO patents (1976-2016). Task: Predict the product of the given reaction. (1) Given the reactants C(NC(C)C)(C)C.[Li]CCCC.[C:13]([O:16][C:17]([CH3:20])([CH3:19])[CH3:18])(=[O:15])[CH3:14].[OH:21][C:22]1[C:23]([C:32](Cl)=[O:33])=[CH:24][C:25]2[C:30]([CH:31]=1)=[CH:29][CH:28]=[CH:27][CH:26]=2, predict the reaction product. The product is: [OH:21][C:22]1[C:23]([C:32](=[O:33])[CH2:14][C:13]([O:16][C:17]([CH3:20])([CH3:19])[CH3:18])=[O:15])=[CH:24][C:25]2[C:30]([CH:31]=1)=[CH:29][CH:28]=[CH:27][CH:26]=2. (2) Given the reactants [NH2:1][C:2]1[C:11]([C:12]#[N:13])=[C:10](O)[C:9]2[C:4](=[CH:5][CH:6]=[C:7]([N:15]3[CH2:20][CH:19]([CH3:21])[O:18][CH:17]([CH3:22])[CH2:16]3)[CH:8]=2)[N:3]=1.P(Cl)(Cl)([Cl:25])=O.[OH-].[Na+], predict the reaction product. The product is: [NH2:1][C:2]1[C:11]([C:12]#[N:13])=[C:10]([Cl:25])[C:9]2[C:4](=[CH:5][CH:6]=[C:7]([N:15]3[CH2:20][CH:19]([CH3:21])[O:18][CH:17]([CH3:22])[CH2:16]3)[CH:8]=2)[N:3]=1. (3) Given the reactants [CH:1]1([C@H:7]([NH:12][C:13]([C:15]2[CH:19]=[C:18]([C:20]3[CH:25]=[CH:24][CH:23]=[CH:22][CH:21]=3)[S:17][C:16]=2[NH:26][C:27]([NH:29][C:30]2[C:35]([Cl:36])=[CH:34][CH:33]=[CH:32][C:31]=2[Cl:37])=[O:28])=[O:14])[C:8]([O:10]C)=[O:9])[CH2:6][CH2:5][CH2:4][CH2:3][CH2:2]1.[OH-].[Li+], predict the reaction product. The product is: [CH:1]1([C@H:7]([NH:12][C:13]([C:15]2[CH:19]=[C:18]([C:20]3[CH:25]=[CH:24][CH:23]=[CH:22][CH:21]=3)[S:17][C:16]=2[NH:26][C:27]([NH:29][C:30]2[C:31]([Cl:37])=[CH:32][CH:33]=[CH:34][C:35]=2[Cl:36])=[O:28])=[O:14])[C:8]([OH:10])=[O:9])[CH2:6][CH2:5][CH2:4][CH2:3][CH2:2]1. (4) Given the reactants [CH3:1][N:2]1[CH:6]=[C:5]([C:7]([O:9]CC)=[O:8])[C:4](=[O:12])[N:3]1[C:13]1[CH:18]=[CH:17][CH:16]=[CH:15][C:14]=1[CH3:19].O1CCCC1.[OH-].[Na+], predict the reaction product. The product is: [CH3:1][N:2]1[CH:6]=[C:5]([C:7]([OH:9])=[O:8])[C:4](=[O:12])[N:3]1[C:13]1[CH:18]=[CH:17][CH:16]=[CH:15][C:14]=1[CH3:19]. (5) Given the reactants [Li+].[OH-].C[O:4][C:5](=[O:30])[C:6]1[CH:11]=[C:10]([CH:12]2[C:25]3[CH:24]=[CH:23][C:22]4[C:17](=[N:18][CH:19]=[CH:20][CH:21]=4)[C:16]=3[NH:15][S:14](=[O:27])(=[O:26])[N:13]2[CH3:28])[CH:9]=[CH:8][C:7]=1[F:29], predict the reaction product. The product is: [F:29][C:7]1[CH:8]=[CH:9][C:10]([CH:12]2[C:25]3[CH:24]=[CH:23][C:22]4[C:17](=[N:18][CH:19]=[CH:20][CH:21]=4)[C:16]=3[NH:15][S:14](=[O:27])(=[O:26])[N:13]2[CH3:28])=[CH:11][C:6]=1[C:5]([OH:30])=[O:4].